Dataset: Full USPTO retrosynthesis dataset with 1.9M reactions from patents (1976-2016). Task: Predict the reactants needed to synthesize the given product. (1) Given the product [C:6]1([C:5]([C:12]2[CH:13]=[CH:14][CH:15]=[CH:16][CH:17]=2)=[N:18][NH:19][C:20](=[O:26])[CH2:21][CH2:22][CH:23]([OH:25])[CH3:24])[CH:11]=[CH:10][CH:9]=[CH:8][CH:7]=1, predict the reactants needed to synthesize it. The reactants are: C[Al](C)C.[C:5](=[N:18][NH2:19])([C:12]1[CH:17]=[CH:16][CH:15]=[CH:14][CH:13]=1)[C:6]1[CH:11]=[CH:10][CH:9]=[CH:8][CH:7]=1.[C:20]1(=[O:26])[O:25][CH:23]([CH3:24])[CH2:22][CH2:21]1.ClCCl.O. (2) Given the product [C:1]([O:5][C:6]([N:8]1[CH2:13][CH:12]([CH3:14])[N:11]([C:17]2[N:22]=[CH:21][CH:20]=[CH:19][N:18]=2)[CH:10]([CH3:15])[CH2:9]1)=[O:7])([CH3:4])([CH3:2])[CH3:3], predict the reactants needed to synthesize it. The reactants are: [C:1]([O:5][C:6]([N:8]1[CH2:13][CH:12]([CH3:14])[NH:11][CH:10]([CH3:15])[CH2:9]1)=[O:7])([CH3:4])([CH3:3])[CH3:2].Cl[C:17]1[N:22]=[CH:21][CH:20]=[CH:19][N:18]=1. (3) The reactants are: [C:1]1([N:7]2[C:15](=[O:16])[C:14]3[CH2:13][CH2:12][CH2:11][CH2:10][C:9]=3[NH:8]2)[CH:6]=[CH:5][CH:4]=[CH:3][CH:2]=1.I[CH2:18][CH3:19]. Given the product [CH2:18]([N:8]1[C:9]2[CH2:10][CH2:11][CH2:12][CH2:13][C:14]=2[C:15](=[O:16])[N:7]1[C:1]1[CH:2]=[CH:3][CH:4]=[CH:5][CH:6]=1)[CH3:19], predict the reactants needed to synthesize it. (4) Given the product [NH2:2][C:3]([CH3:29])([CH3:28])[C@H:4]([NH:9][C:10](=[O:27])[C:11]1[CH:16]=[CH:15][C:14]([C:17]#[C:18][C:19]#[C:20][C:21]([OH:26])([CH2:24][OH:25])[CH2:22][Cl:23])=[CH:13][CH:12]=1)[C:5]([NH:30][OH:31])=[O:6], predict the reactants needed to synthesize it. The reactants are: Cl.[NH2:2][C:3]([CH3:29])([CH3:28])[C@H:4]([NH:9][C:10](=[O:27])[C:11]1[CH:16]=[CH:15][C:14]([C:17]#[C:18][C:19]#[C:20][C:21]([OH:26])([CH2:24][OH:25])[CH2:22][Cl:23])=[CH:13][CH:12]=1)[C:5](OC)=[O:6].[NH2:30][OH:31].O. (5) Given the product [Br:1][C:2]1[CH:7]=[CH:6][CH:5]=[C:4]([CH3:8])[N+:3]=1[O-:14], predict the reactants needed to synthesize it. The reactants are: [Br:1][C:2]1[CH:7]=[CH:6][CH:5]=[C:4]([CH3:8])[N:3]=1.ClC1C=C(C=CC=1)C(OO)=[O:14]. (6) Given the product [NH2:7][C:8]1[O:9][CH2:10][C:11]([F:34])([F:35])[C@:12]([C:15]2[CH:20]=[C:19]([NH:21][CH:22]3[C:30]4[N:29]=[CH:28][C:27]([C:31]#[N:32])=[CH:26][C:25]=4[CH2:24][CH2:23]3)[CH:18]=[CH:17][C:16]=2[F:33])([CH3:14])[N:13]=1, predict the reactants needed to synthesize it. The reactants are: C(OC(=O)[NH:7][C:8]1[O:9][CH2:10][C:11]([F:35])([F:34])[C@:12]([C:15]2[CH:20]=[C:19]([NH:21][CH:22]3[C:30]4[N:29]=[CH:28][C:27]([C:31]#[N:32])=[CH:26][C:25]=4[CH2:24][CH2:23]3)[CH:18]=[CH:17][C:16]=2[F:33])([CH3:14])[N:13]=1)(C)(C)C.Cl.C(=O)(O)[O-].[Na+]. (7) Given the product [Cl:1][C:2]1[CH:3]=[C:4]([NH:9][C:10]2[C:11]3[S:18][C:17]([NH:25][CH2:24][CH2:23][N:22]([CH3:26])[CH3:21])=[N:16][C:12]=3[N:13]=[CH:14][N:15]=2)[CH:5]=[CH:6][C:7]=1[F:8], predict the reactants needed to synthesize it. The reactants are: [Cl:1][C:2]1[CH:3]=[C:4]([NH:9][C:10]2[C:11]3[S:18][C:17](SC)=[N:16][C:12]=3[N:13]=[CH:14][N:15]=2)[CH:5]=[CH:6][C:7]=1[F:8].[CH3:21][N:22]([CH3:26])[CH2:23][CH2:24][NH2:25]. (8) Given the product [NH2:4][C:5]1[CH:6]=[C:7]([OH:16])[C:8](=[CH:13][CH:14]=1)[C:9]([OH:11])=[O:10], predict the reactants needed to synthesize it. The reactants are: C([NH:4][C:5]1[CH:6]=[C:7]([OH:16])[C:8](=[CH:13][C:14]=1F)[C:9]([O:11]C)=[O:10])(=O)C.NC1C=C(O)C(=CC=1F)C(O)=O. (9) Given the product [NH:8]1[C:16]2[C:11](=[CH:12][CH:13]=[CH:14][CH:15]=2)[CH:10]=[C:9]1[B:26]([OH:31])[OH:27].[C:1]([O:5][C:6]([N:8]1[C:16]2[C:11](=[CH:12][C:13]([C:17]([CH3:25])([CH3:24])[O:18][SiH2:19][C:20]([CH3:23])([CH3:22])[CH3:21])=[CH:14][CH:15]=2)[CH:10]=[CH:9]1)=[O:7])([CH3:4])([CH3:3])[CH3:2], predict the reactants needed to synthesize it. The reactants are: [C:1]([O:5][C:6]([N:8]1[C:16]2[C:11](=[CH:12][C:13]([C:17]([CH3:25])([CH3:24])[O:18][SiH2:19][C:20]([CH3:23])([CH3:22])[CH3:21])=[CH:14][CH:15]=2)[CH:10]=[CH:9]1)=[O:7])([CH3:4])([CH3:3])[CH3:2].[B:26](OC(C)C)([O:31]C(C)C)[O:27]C(C)C.C([N-]C(C)C)(C)C.[Li+]. (10) The reactants are: [CH2:1]([S:3]([C:6]1[CH:7]=[C:8]2[C:12](=[CH:13][CH:14]=1)[NH:11][C:10](=[O:15])[CH2:9]2)(=[O:5])=[O:4])[CH3:2].[CH3:16][N:17]([CH3:33])[CH2:18][CH2:19][CH2:20][C:21]1[C:22]2[CH2:32][CH2:31][CH2:30][CH2:29][CH2:28][C:23]=2[NH:24][C:25]=1[CH:26]=O.N1CCCCC1. Given the product [CH3:33][N:17]([CH3:16])[CH2:18][CH2:19][CH2:20][C:21]1[C:22]2[CH2:32][CH2:31][CH2:30][CH2:29][CH2:28][C:23]=2[NH:24][C:25]=1/[CH:26]=[C:9]1\[C:10](=[O:15])[NH:11][C:12]2[C:8]\1=[CH:7][C:6]([S:3]([CH2:1][CH3:2])(=[O:4])=[O:5])=[CH:14][CH:13]=2, predict the reactants needed to synthesize it.